From a dataset of NCI-60 drug combinations with 297,098 pairs across 59 cell lines. Regression. Given two drug SMILES strings and cell line genomic features, predict the synergy score measuring deviation from expected non-interaction effect. Drug 1: CCN(CC)CCNC(=O)C1=C(NC(=C1C)C=C2C3=C(C=CC(=C3)F)NC2=O)C. Drug 2: C(CC(=O)O)C(=O)CN.Cl. Cell line: SF-295. Synergy scores: CSS=18.4, Synergy_ZIP=-4.00, Synergy_Bliss=-1.96, Synergy_Loewe=0.260, Synergy_HSA=0.191.